Dataset: Volume of distribution at steady state (VDss) regression data from Lombardo et al.. Task: Regression/Classification. Given a drug SMILES string, predict its absorption, distribution, metabolism, or excretion properties. Task type varies by dataset: regression for continuous measurements (e.g., permeability, clearance, half-life) or binary classification for categorical outcomes (e.g., BBB penetration, CYP inhibition). For this dataset (vdss_lombardo), we predict log10(VDss) (log10 of volume of distribution in L/kg). (1) The molecule is CC(C)C(CCC(C)C1CCC2C3C(O)CC4CC(NCCC[NH2+]CCCC[NH3+])CCC4(C)C3CCC12C)OS(=O)(=O)[O-]. The log10(VDss) is -0.640. (2) The log10(VDss) is -0.240. The compound is CCCC(=O)OCOC(=O)C1=C(C)NC(C)=C(C(=O)OC)C1c1cccc(Cl)c1Cl. (3) The molecule is C#CC1(O)CCC2C3CCC4=CC(=O)CCC4C3CCC21CC. The log10(VDss) is 0.180. (4) The compound is Cc1cccc(C)c1NC(=O)NCCC[NH2+]C(C)C. The log10(VDss) is 0.150. (5) The compound is O=C(c1ccc(OCC[NH+]2CCCCC2)cc1)c1c(-c2ccc(O)cc2)sc2cc(O)ccc12. The log10(VDss) is 0.880.